This data is from Full USPTO retrosynthesis dataset with 1.9M reactions from patents (1976-2016). The task is: Predict the reactants needed to synthesize the given product. (1) Given the product [CH3:1][S:2]([C:5]1[CH:10]=[CH:9][C:8]([CH:11]([C:19]2[NH:23][C:22]([C:24]3[CH:29]=[C:28]([CH:30]=[O:31])[CH:27]=[CH:26][N:25]=3)=[CH:21][CH:20]=2)[CH2:12][CH:13]2[CH2:14][CH2:15][O:16][CH2:17][CH2:18]2)=[CH:7][CH:6]=1)(=[O:4])=[O:3], predict the reactants needed to synthesize it. The reactants are: [CH3:1][S:2]([C:5]1[CH:10]=[CH:9][C:8]([CH:11]([C:19]2[NH:23][C:22]([C:24]3[CH:29]=[C:28]([CH2:30][OH:31])[CH:27]=[CH:26][N:25]=3)=[CH:21][CH:20]=2)[CH2:12][CH:13]2[CH2:18][CH2:17][O:16][CH2:15][CH2:14]2)=[CH:7][CH:6]=1)(=[O:4])=[O:3].CC(OI1(OC(C)=O)(OC(C)=O)OC(=O)C2C=CC=CC1=2)=O. (2) Given the product [C:15]([C:12]1[CH:13]=[C:14]2[C:9](=[CH:10][CH:11]=1)[NH:8][CH:7]=[C:6]2[CH2:5][CH2:4][CH2:3][CH2:2][N:22]1[CH2:21][CH2:20][N:19]([C:25]2[CH:26]=[CH:27][C:28]3[O:32][C:31]([C:33]([NH2:35])=[O:34])=[CH:30][C:29]=3[CH:36]=2)[CH2:24][CH2:23]1)#[N:16], predict the reactants needed to synthesize it. The reactants are: Cl[CH2:2][CH2:3][CH2:4][CH2:5][C:6]1[C:14]2[C:9](=[CH:10][CH:11]=[C:12]([C:15]#[N:16])[CH:13]=2)[NH:8][CH:7]=1.[I-].[Na+].[N:19]1([C:25]2[CH:26]=[CH:27][C:28]3[O:32][C:31]([C:33]([NH2:35])=[O:34])=[CH:30][C:29]=3[CH:36]=2)[CH2:24][CH2:23][NH:22][CH2:21][CH2:20]1.S([O-])([O-])(=O)=S.[Na+].[Na+].Cl.